From a dataset of Forward reaction prediction with 1.9M reactions from USPTO patents (1976-2016). Predict the product of the given reaction. (1) Given the reactants Cl.[OH:2][C:3]1[N:8]=[CH:7][CH:6]=[CH:5][N:4]=1.Cl[CH2:10][C:11]([OH:13])=[O:12].[OH-].[Na+].Cl, predict the reaction product. The product is: [O:2]=[C:3]1[N:8]=[CH:7][CH:6]=[CH:5][N:4]1[CH2:10][C:11]([OH:13])=[O:12]. (2) Given the reactants CO[C:3]([C:5]1([C:8](=[O:10])[CH3:9])[CH2:7][CH2:6]1)=[O:4].Cl.C(OCC)C.ON1C(=O)CCC1=O.C1(N=C=NC2CCCCC2)CCCCC1.C(N(CC)CC)C.[CH2:47]([SH:51])[CH2:48][CH2:49][CH3:50], predict the reaction product. The product is: [CH2:47]([S:51][C:3]([C:5]1([C:8](=[O:10])[CH3:9])[CH2:6][CH2:7]1)=[O:4])[CH2:48][CH2:49][CH3:50]. (3) Given the reactants [Cl:1][C:2]1[C:7]([C:8]([F:11])([F:10])[F:9])=[CH:6][CH:5]=[CH:4][C:3]=1OS(C(F)(F)F)(=O)=O.[C:20]([N:27]1[CH2:32][CH2:31][NH:30][CH2:29][CH2:28]1)([O:22][C:23]([CH3:26])([CH3:25])[CH3:24])=[O:21].CC(C)([O-])C.[Na+], predict the reaction product. The product is: [C:23]([O:22][C:20]([N:27]1[CH2:32][CH2:31][N:30]([C:3]2[CH:4]=[CH:5][CH:6]=[C:7]([C:8]([F:11])([F:10])[F:9])[C:2]=2[Cl:1])[CH2:29][CH2:28]1)=[O:21])([CH3:26])([CH3:24])[CH3:25]. (4) Given the reactants [OH:1][CH:2]1[CH:7]([C:8]2[CH:13]=[CH:12][C:11]([O:14][CH2:15][CH2:16][CH2:17][O:18][CH2:19][C:20]3[CH:25]=[CH:24][CH:23]=[CH:22][C:21]=3[O:26][CH3:27])=[CH:10][CH:9]=2)[CH2:6][CH2:5][N:4](C(OCC2C=CC=CC=2)=O)[CH2:3]1.Br[CH2:39][C:40]1[C:48]2[N:47]=[C:46]([C:49]([O:51][CH3:52])=[O:50])[N:45](COCC[Si](C)(C)C)[C:44]=2[CH:43]=[CH:42][CH:41]=1, predict the reaction product. The product is: [CH3:27][O:26][C:21]1[CH:22]=[CH:23][CH:24]=[CH:25][C:20]=1[CH2:19][O:18][CH2:17][CH2:16][CH2:15][O:14][C:11]1[CH:10]=[CH:9][C:8]([CH:7]2[CH2:6][CH2:5][NH:4][CH2:3][CH:2]2[O:1][CH2:39][C:40]2[C:48]3[NH:47][C:46]([C:49]([O:51][CH3:52])=[O:50])=[N:45][C:44]=3[CH:43]=[CH:42][CH:41]=2)=[CH:13][CH:12]=1.